From a dataset of Forward reaction prediction with 1.9M reactions from USPTO patents (1976-2016). Predict the product of the given reaction. (1) Given the reactants Br[C:2]1[C:7]([N+:8]([O-:10])=[O:9])=[CH:6][CH:5]=[CH:4][C:3]=1[CH3:11].[C:12]([O:16][CH3:17])(=[O:15])[CH:13]=[CH2:14].C1(P(C2C=CC=CC=2)C2C=CC=CC=2)C=CC=CC=1, predict the reaction product. The product is: [CH3:11][C:3]1[CH:4]=[CH:5][CH:6]=[C:7]([N+:8]([O-:10])=[O:9])[C:2]=1[CH:14]=[CH:13][C:12]([O:16][CH3:17])=[O:15]. (2) Given the reactants [CH:1]1([CH:7]([NH:24][C:25]2[CH:34]=[CH:33][C:28]([C:29]([O:31]C)=[O:30])=[CH:27][CH:26]=2)[C:8]2[C:9]([CH2:22][CH3:23])=[N:10][N:11]([C:13]3[CH:18]=[CH:17][CH:16]=[C:15]([O:19][CH2:20][CH3:21])[CH:14]=3)[CH:12]=2)[CH2:6][CH2:5][CH2:4][CH2:3][CH2:2]1.[OH-].[Na+], predict the reaction product. The product is: [CH:1]1([CH:7]([NH:24][C:25]2[CH:34]=[CH:33][C:28]([C:29]([OH:31])=[O:30])=[CH:27][CH:26]=2)[C:8]2[C:9]([CH2:22][CH3:23])=[N:10][N:11]([C:13]3[CH:18]=[CH:17][CH:16]=[C:15]([O:19][CH2:20][CH3:21])[CH:14]=3)[CH:12]=2)[CH2:6][CH2:5][CH2:4][CH2:3][CH2:2]1. (3) Given the reactants [F:1][C:2]([F:6])([F:5])[CH2:3][OH:4].[OH-].[K+].Br[C:10]1[N:15]=[C:14]([C:16]([OH:18])=[O:17])[CH:13]=[N:12][C:11]=1[N:19]1[CH2:22][C:21]([F:24])([F:23])[CH2:20]1.Cl, predict the reaction product. The product is: [F:24][C:21]1([F:23])[CH2:22][N:19]([C:11]2[N:12]=[CH:13][C:14]([C:16]([OH:18])=[O:17])=[N:15][C:10]=2[O:4][CH2:3][C:2]([F:6])([F:5])[F:1])[CH2:20]1. (4) The product is: [C:1]12([CH2:11][NH:20][CH2:19][CH2:18][C:16]3[NH:15][CH:14]=[N:13][CH:17]=3)[CH2:10][CH:5]3[CH2:6][CH:7]([CH2:9][CH:3]([CH2:4]3)[CH2:2]1)[CH2:8]2. Given the reactants [C:1]12([CH:11]=O)[CH2:10][CH:5]3[CH2:6][CH:7]([CH2:9][CH:3]([CH2:4]3)[CH2:2]1)[CH2:8]2.[N:13]1[CH:17]=[C:16]([CH2:18][CH2:19][NH2:20])[NH:15][CH:14]=1, predict the reaction product. (5) Given the reactants [CH3:1][C:2]1[CH:3]=[CH:4][C:5]([S:8]([OH:11])(=[O:10])=[O:9])=[CH:6][CH:7]=1.[NH2:12][C@H:13]([C:18]([OH:20])=[O:19])[C:14]([CH3:17])([CH3:16])[CH3:15], predict the reaction product. The product is: [NH2:12][C@H:13]([C:18]([OH:20])=[O:19])[C:14]([CH3:17])([CH3:16])[CH3:15].[CH3:1][C:2]1[CH:7]=[CH:6][C:5]([S:8]([OH:11])(=[O:10])=[O:9])=[CH:4][CH:3]=1. (6) Given the reactants Cl[C:2]1[CH:7]=[C:6]([CH3:8])[CH:5]=[C:4]([CH3:9])[N:3]=1.[NH:10]1[CH2:15][CH2:14][NH:13][CH2:12][CH2:11]1, predict the reaction product. The product is: [CH3:8][C:6]1[CH:5]=[C:4]([CH3:9])[N:3]=[C:2]([N:10]2[CH2:15][CH2:14][NH:13][CH2:12][CH2:11]2)[CH:7]=1. (7) Given the reactants [C:1]([O:5][C:6]([N:8]1[CH2:12][CH2:11][CH:10]([N:13]([CH2:19][C:20]2[CH:25]=[CH:24][C:23]([Cl:26])=[CH:22][CH:21]=2)[CH2:14][C:15]([O:17]C)=[O:16])[CH2:9]1)=[O:7])([CH3:4])([CH3:3])[CH3:2], predict the reaction product. The product is: [C:1]([O:5][C:6]([N:8]1[CH2:12][CH2:11][CH:10]([N:13]([CH2:14][C:15]([OH:17])=[O:16])[CH2:19][C:20]2[CH:21]=[CH:22][C:23]([Cl:26])=[CH:24][CH:25]=2)[CH2:9]1)=[O:7])([CH3:4])([CH3:2])[CH3:3].